Predict the product of the given reaction. From a dataset of Forward reaction prediction with 1.9M reactions from USPTO patents (1976-2016). (1) Given the reactants ClC(Cl)(O[C:5](=[O:11])OC(Cl)(Cl)Cl)Cl.[Cl:13][C:14]1[CH:15]=[C:16]([O:21][C:22]2[CH:28]=[CH:27][C:25]([NH2:26])=[CH:24][CH:23]=2)[CH:17]=[C:18]([F:20])[CH:19]=1.[NH2:29][C@@H:30]([C:32](O)=[O:33])[CH3:31].Cl, predict the reaction product. The product is: [Cl:13][C:14]1[CH:15]=[C:16]([O:21][C:22]2[CH:28]=[CH:27][C:25]([N:26]3[C:32](=[O:33])[C@@H:30]([CH3:31])[NH:29][C:5]3=[O:11])=[CH:24][CH:23]=2)[CH:17]=[C:18]([F:20])[CH:19]=1. (2) Given the reactants Cl.Cl.[CH3:3][C:4]([N:7]1[CH:11]=[C:10]([C:12]2[N:13]=[C:14]([NH:22][CH2:23][C@:24]3([F:30])[CH2:29][CH2:28][CH2:27][NH:26][CH2:25]3)[C:15]3[CH:16]=[CH:17][CH:18]=[N:19][C:20]=3[CH:21]=2)[CH:9]=[N:8]1)([CH3:6])[CH3:5], predict the reaction product. The product is: [CH3:6][C:4]([N:7]1[CH:11]=[C:10]([C:12]2[N:13]=[C:14]([NH:22][CH2:23][C@:24]3([F:30])[CH2:29][CH2:28][CH2:27][NH:26][CH2:25]3)[C:15]3[CH:16]=[CH:17][CH:18]=[N:19][C:20]=3[CH:21]=2)[CH:9]=[N:8]1)([CH3:3])[CH3:5]. (3) The product is: [C:1]([C:5]1[N:6]=[C:7]([N:16]2[CH2:20][CH2:19][C:18]([F:21])([F:22])[CH2:17]2)[C:8]2[C:9](=[N:11][N:12]([CH2:14][C:15]3[C:51]([Cl:52])=[C:50]([Cl:53])[CH:49]=[CH:48][N:47]=3)[N:13]=2)[N:10]=1)([CH3:2])([CH3:3])[CH3:4]. Given the reactants [C:1]([C:5]1[N:6]=[C:7]([N:16]2[CH2:20][CH2:19][C:18]([F:22])([F:21])[CH2:17]2)[C:8]2[C:9](=[N:11][N:12]([CH2:14][CH3:15])[N:13]=2)[N:10]=1)([CH3:4])([CH3:3])[CH3:2].C(C1N=C(N2CCC(F)(F)C2)C2N=NNC=2N=1)(C)(C)C.Br.BrCC1[C:51]([Cl:52])=[C:50]([Cl:53])[CH:49]=[CH:48][N:47]=1, predict the reaction product. (4) Given the reactants [Cl:1][C:2]1[CH:3]=[C:4]([CH:6]=[C:7]([C:10]([F:13])([F:12])[F:11])[C:8]=1[F:9])N.N([O-])=O.[Na+].[I-:18].[K+], predict the reaction product. The product is: [Cl:1][C:2]1[C:8]([F:9])=[C:7]([C:10]([F:13])([F:12])[F:11])[CH:6]=[C:4]([I:18])[CH:3]=1.